Dataset: Full USPTO retrosynthesis dataset with 1.9M reactions from patents (1976-2016). Task: Predict the reactants needed to synthesize the given product. (1) Given the product [ClH:1].[Cl:8][C:4]1[CH:5]=[CH:6][CH:7]=[C:2]([Cl:1])[C:3]=1[NH:9][C:10]1[NH:11][C:14]2[CH2:19][CH2:20][CH2:21][CH2:22][C:13]=2[N:12]=1, predict the reactants needed to synthesize it. The reactants are: [Cl:1][C:2]1[CH:7]=[CH:6][CH:5]=[C:4]([Cl:8])[C:3]=1[NH:9][C:10]([NH:12][CH:13]1[CH2:22][CH2:21][CH2:20][CH2:19][C:14]21OCCO2)=[NH:11].Cl. (2) The reactants are: Cl[CH2:2][C:3]([NH:5][C:6]1[CH:20]=[CH:19][C:9]2[O:10][C:11]3[CH2:18][CH2:17][CH2:16][CH2:15][CH2:14][CH2:13][C:12]=3[C:8]=2[CH:7]=1)=[O:4].C(=O)([O-])[O-:22].[Cs+].[Cs+]. Given the product [CH:7]1[C:8]2[C:12]3[CH2:13][CH2:14][CH2:15][CH2:16][CH2:17][CH2:18][C:11]=3[O:10][C:9]=2[CH:19]=[CH:20][C:6]=1[NH:5][C:3](=[O:4])[CH2:2][OH:22], predict the reactants needed to synthesize it. (3) Given the product [C:3]([O-:12])(=[O:11])[CH2:4][CH2:5][CH2:6][CH2:7][CH2:8][CH2:9][CH3:10].[Zn+2:2].[C:3]([O-:12])(=[O:11])[CH2:4][CH2:5][CH2:6][CH2:7][CH2:8][CH2:9][CH3:10], predict the reactants needed to synthesize it. The reactants are: [O-2].[Zn+2:2].[C:3]([OH:12])(=[O:11])[CH2:4][CH2:5][CH2:6][CH2:7][CH2:8][CH2:9][CH3:10]. (4) The reactants are: [I:1][C:2]1[CH:3]=[N:4][NH:5][CH:6]=1.[F:7][C:8]([F:12])([F:11])[CH2:9]I.C([O-])([O-])=O.[Cs+].[Cs+]. Given the product [I:1][C:2]1[CH:3]=[N:4][N:5]([CH2:9][C:8]([F:12])([F:11])[F:7])[CH:6]=1, predict the reactants needed to synthesize it. (5) Given the product [CH2:25]([Sn:20]([CH2:16][CH2:17][CH2:18][CH3:19])([CH2:21][CH2:22][CH2:23][CH3:24])[C:2]1[C:6]2[CH:7]=[CH:8][CH:9]=[CH:10][C:5]=2[O:4][CH:3]=1)[CH2:26][CH2:27][CH3:28], predict the reactants needed to synthesize it. The reactants are: Br[C:2]1[C:6]2[CH:7]=[CH:8][CH:9]=[CH:10][C:5]=2[O:4][CH:3]=1.C([Li])CCC.[CH2:16]([Sn:20](Cl)([CH2:25][CH2:26][CH2:27][CH3:28])[CH2:21][CH2:22][CH2:23][CH3:24])[CH2:17][CH2:18][CH3:19]. (6) Given the product [Cl:2][C:3]1[CH:8]=[CH:7][N:6]=[C:5]([C:9]([NH2:14])=[O:11])[CH:4]=1, predict the reactants needed to synthesize it. The reactants are: Cl.[Cl:2][C:3]1[CH:8]=[CH:7][N:6]=[C:5]([C:9]([O:11]C)=O)[CH:4]=1.[Cl-].[NH4+:14].CCOC(C)=O.O. (7) Given the product [CH3:26][C:12]1[C:11](=[O:27])[C:10]2[C:15](=[C:16]([C:17](=[O:19])[CH:18]=[CH:29][C:30]3[CH:35]=[CH:34][CH:33]=[CH:32][CH:31]=3)[C:7]([O:6][CH2:5][C:4]([CH3:3])=[CH2:28])=[CH:8][CH:9]=2)[O:14][C:13]=1[C:20]1[CH:21]=[CH:22][CH:23]=[CH:24][CH:25]=1, predict the reactants needed to synthesize it. The reactants are: [OH-].[K+].[CH3:3][C:4](=[CH2:28])[CH2:5][O:6][C:7]1[C:16]([C:17](=[O:19])[CH3:18])=[C:15]2[C:10]([C:11](=[O:27])[C:12]([CH3:26])=[C:13]([C:20]3[CH:25]=[CH:24][CH:23]=[CH:22][CH:21]=3)[O:14]2)=[CH:9][CH:8]=1.[CH:29](=O)[C:30]1[CH:35]=[CH:34][CH:33]=[CH:32][CH:31]=1. (8) Given the product [CH3:1][CH2:2][CH2:3][CH2:4][CH3:5].[C:6]([O:9][CH2:10][CH3:11])(=[O:8])[CH3:7], predict the reactants needed to synthesize it. The reactants are: [CH3:1][CH2:2][CH2:3][CH2:4][CH3:5].[C:6]([O:9][CH2:10][CH3:11])(=[O:8])[CH3:7]. (9) Given the product [Cl:7][C:8]1[C:9]([CH:15]([S:24]([C:27]2[CH:32]=[CH:31][C:30]([Cl:33])=[CH:29][CH:28]=2)(=[O:26])=[O:25])[C:16]2[CH:21]=[C:20]([F:22])[CH:19]=[CH:18][C:17]=2[F:23])=[CH:10][C:11]([NH:14][S:35]([CH3:34])(=[O:37])=[O:36])=[N:12][CH:13]=1, predict the reactants needed to synthesize it. The reactants are: N1C=CC=CC=1.[Cl:7][C:8]1[C:9]([CH:15]([S:24]([C:27]2[CH:32]=[CH:31][C:30]([Cl:33])=[CH:29][CH:28]=2)(=[O:26])=[O:25])[C:16]2[CH:21]=[C:20]([F:22])[CH:19]=[CH:18][C:17]=2[F:23])=[CH:10][C:11]([NH2:14])=[N:12][CH:13]=1.[CH3:34][S:35](Cl)(=[O:37])=[O:36].C(OCC)(=O)C. (10) Given the product [NH2:27][C@@H:24]1[CH2:25][CH2:26][N:22]([C:18]2[N:17]3[CH:35]=[C:14]([CH2:13][N:2]([CH3:1])[C@@H:3]4[C:12]5[N:11]=[CH:10][CH:9]=[CH:8][C:7]=5[CH2:6][CH2:5][CH2:4]4)[N:15]=[C:16]3[CH:21]=[CH:20][CH:19]=2)[CH2:23]1, predict the reactants needed to synthesize it. The reactants are: [CH3:1][N:2]([CH2:13][C:14]1[N:15]=[C:16]2[CH:21]=[CH:20][CH:19]=[C:18]([N:22]3[CH2:26][CH2:25][C@@H:24]([NH:27]C(=O)OC(C)(C)C)[CH2:23]3)[N:17]2[CH:35]=1)[C@@H:3]1[C:12]2[N:11]=[CH:10][CH:9]=[CH:8][C:7]=2[CH2:6][CH2:5][CH2:4]1.FC(F)(F)C(O)=O.